Dataset: Forward reaction prediction with 1.9M reactions from USPTO patents (1976-2016). Task: Predict the product of the given reaction. (1) The product is: [OH:8][C:2]1[C:1]([C:9]2[CH:14]=[CH:13][CH:12]=[CH:11][CH:10]=2)=[CH:6][C:5]2[C:21](=[O:22])[CH2:20][O:7][C:4]=2[CH:3]=1. Given the reactants [C:1]1([C:9]2[CH:14]=[CH:13][CH:12]=[CH:11][CH:10]=2)[C:2]([OH:8])=[CH:3][C:4]([OH:7])=[CH:5][CH:6]=1.[Cl-].[Al+3].[Cl-].[Cl-].Cl[CH2:20][C:21](Cl)=[O:22].O, predict the reaction product. (2) Given the reactants Cl[C:2]1[CH:7]=[CH:6][N:5]=[C:4]([CH2:8][C:9]([O:11][CH3:12])=[O:10])[CH:3]=1.[O:13]1[CH2:18][CH:17]=[C:16](B2OC(C)(C)C(C)(C)O2)[CH2:15][CH2:14]1.C([O-])([O-])=O.[K+].[K+], predict the reaction product. The product is: [O:13]1[CH2:14][CH:15]=[C:16]([C:2]2[CH:7]=[CH:6][N:5]=[C:4]([CH2:8][C:9]([O:11][CH3:12])=[O:10])[CH:3]=2)[CH2:17][CH2:18]1. (3) Given the reactants Cl.FC1C=C(C=CC=1)CN1C=C(C2C3C(=NC=C(C4C=CC(C5CCNCC5)=CC=4)C=3)N(S(C3C=CC(C)=CC=3)(=O)=O)C=2)C=N1.[F:46][C:47]1[CH:48]=[C:49]([CH:97]=[CH:98][CH:99]=1)[CH2:50][N:51]1[CH:55]=[C:54]([C:56]2[C:64]3[C:59](=[N:60][CH:61]=[C:62]([C:65]4[CH:70]=[CH:69][C:68]([N:71]5[CH2:76][CH2:75][N:74]([C:77]([O:79][C:80]([CH3:83])([CH3:82])[CH3:81])=[O:78])[CH2:73][CH2:72]5)=[C:67]([N+:84]([O-:86])=[O:85])[CH:66]=4)[CH:63]=3)[N:58](S(C3C=CC(C)=CC=3)(=O)=O)[CH:57]=2)[CH:53]=[N:52]1.[OH-].[Li+], predict the reaction product. The product is: [F:46][C:47]1[CH:48]=[C:49]([CH:97]=[CH:98][CH:99]=1)[CH2:50][N:51]1[CH:55]=[C:54]([C:56]2[C:64]3[C:59](=[N:60][CH:61]=[C:62]([C:65]4[CH:70]=[CH:69][C:68]([N:71]5[CH2:76][CH2:75][N:74]([C:77]([O:79][C:80]([CH3:83])([CH3:82])[CH3:81])=[O:78])[CH2:73][CH2:72]5)=[C:67]([N+:84]([O-:86])=[O:85])[CH:66]=4)[CH:63]=3)[NH:58][CH:57]=2)[CH:53]=[N:52]1. (4) Given the reactants F[C:2]1[CH:7]=[CH:6][CH:5]=[CH:4][C:3]=1[N+:8]([O-:10])=[O:9].[CH3:11][O:12][C:13]([C:15]1[CH2:19][C:18](=[O:20])[N:17]([C:21]2[CH:26]=[CH:25][CH:24]=[CH:23][CH:22]=2)[N:16]=1)=[O:14].C(=O)([O-])[O-].[K+].[K+].O, predict the reaction product. The product is: [CH3:11][O:12][C:13]([C:15]1[CH:19]=[C:18]([O:20][C:2]2[CH:7]=[CH:6][CH:5]=[CH:4][C:3]=2[N+:8]([O-:10])=[O:9])[N:17]([C:21]2[CH:26]=[CH:25][CH:24]=[CH:23][CH:22]=2)[N:16]=1)=[O:14]. (5) Given the reactants C([O:8][C:9]1[CH:18]=[C:17]2[N:11]([CH2:12][CH2:13][CH2:14][N:15]([C:19]([C:21]3[CH:26]=[CH:25][C:24]([F:27])=[CH:23][CH:22]=3)=[O:20])[CH2:16]2)[N:10]=1)C1C=CC=CC=1, predict the reaction product. The product is: [F:27][C:24]1[CH:25]=[CH:26][C:21]([C:19]([N:15]2[CH2:14][CH2:13][CH2:12][N:11]3[C:17](=[CH:18][C:9]([OH:8])=[N:10]3)[CH2:16]2)=[O:20])=[CH:22][CH:23]=1.